Dataset: Forward reaction prediction with 1.9M reactions from USPTO patents (1976-2016). Task: Predict the product of the given reaction. The product is: [C:16]([O:20][C:21](=[O:27])[NH:22][CH2:23][CH2:24][CH2:25][NH:15][CH:13]([C:10]1[N:11]=[N:12][N:8]([C:4]2[CH:5]=[CH:6][CH:7]=[C:2]([Cl:1])[CH:3]=2)[N:9]=1)[CH3:14])([CH3:19])([CH3:18])[CH3:17]. Given the reactants [Cl:1][C:2]1[CH:3]=[C:4]([N:8]2[N:12]=[N:11][C:10]([CH:13]([NH2:15])[CH3:14])=[N:9]2)[CH:5]=[CH:6][CH:7]=1.[C:16]([O:20][C:21](=[O:27])[NH:22][CH2:23][CH2:24][CH:25]=O)([CH3:19])([CH3:18])[CH3:17].[BH-](OC(C)=O)(OC(C)=O)OC(C)=O.[Na+], predict the reaction product.